Dataset: NCI-60 drug combinations with 297,098 pairs across 59 cell lines. Task: Regression. Given two drug SMILES strings and cell line genomic features, predict the synergy score measuring deviation from expected non-interaction effect. (1) Drug 1: C1CN1C2=NC(=NC(=N2)N3CC3)N4CC4. Drug 2: CC(C)CN1C=NC2=C1C3=CC=CC=C3N=C2N. Cell line: NCI-H322M. Synergy scores: CSS=-7.00, Synergy_ZIP=3.45, Synergy_Bliss=2.71, Synergy_Loewe=-6.39, Synergy_HSA=-6.14. (2) Drug 1: C#CCC(CC1=CN=C2C(=N1)C(=NC(=N2)N)N)C3=CC=C(C=C3)C(=O)NC(CCC(=O)O)C(=O)O. Drug 2: COCCOC1=C(C=C2C(=C1)C(=NC=N2)NC3=CC=CC(=C3)C#C)OCCOC.Cl. Cell line: OVCAR-5. Synergy scores: CSS=6.27, Synergy_ZIP=0.477, Synergy_Bliss=1.98, Synergy_Loewe=0.0700, Synergy_HSA=0.0744. (3) Drug 1: CN1C(=O)N2C=NC(=C2N=N1)C(=O)N. Drug 2: CC1CCC2CC(C(=CC=CC=CC(CC(C(=O)C(C(C(=CC(C(=O)CC(OC(=O)C3CCCCN3C(=O)C(=O)C1(O2)O)C(C)CC4CCC(C(C4)OC)O)C)C)O)OC)C)C)C)OC. Cell line: U251. Synergy scores: CSS=2.03, Synergy_ZIP=-2.09, Synergy_Bliss=2.50, Synergy_Loewe=-8.37, Synergy_HSA=-3.56.